Dataset: Catalyst prediction with 721,799 reactions and 888 catalyst types from USPTO. Task: Predict which catalyst facilitates the given reaction. Reactant: [NH2:1][C:2]1[CH:3]=[N:4][C:5]2[C:10]([C:11]=1[NH:12][CH2:13][C:14]1[CH:28]=[CH:27][C:17]([CH2:18][NH:19][C:20](=[O:26])[O:21][C:22]([CH3:25])([CH3:24])[CH3:23])=[CH:16][CH:15]=1)=[CH:9][CH:8]=[C:7]([Br:29])[CH:6]=2.C(N(CC)CC)C.[CH2:37]([O:39][CH2:40][C:41](Cl)=O)[CH3:38]. Product: [Br:29][C:7]1[CH:8]=[CH:9][C:10]2[C:11]3[N:12]([CH2:13][C:14]4[CH:28]=[CH:27][C:17]([CH2:18][NH:19][C:20](=[O:26])[O:21][C:22]([CH3:24])([CH3:25])[CH3:23])=[CH:16][CH:15]=4)[C:38]([CH2:37][O:39][CH2:40][CH3:41])=[N:1][C:2]=3[CH:3]=[N:4][C:5]=2[CH:6]=1. The catalyst class is: 4.